This data is from Forward reaction prediction with 1.9M reactions from USPTO patents (1976-2016). The task is: Predict the product of the given reaction. (1) Given the reactants [CH2:1](Br)[C:2]([C:4]1[CH:9]=[CH:8][CH:7]=[CH:6][CH:5]=1)=[O:3].[CH:11]1[C:20]2[C:15](=[CH:16][CH:17]=[CH:18][CH:19]=2)[CH2:14][CH2:13][C:12]=1N1CCCC1.[OH2:26], predict the reaction product. The product is: [O:3]=[C:2]([C:4]1[CH:9]=[CH:8][CH:7]=[CH:6][CH:5]=1)[CH2:1][CH:11]1[C:20]2[C:15](=[CH:16][CH:17]=[CH:18][CH:19]=2)[CH2:14][CH2:13][C:12]1=[O:26]. (2) Given the reactants C[Mg]Br.[NH2:4][C:5]1[C:10]2=[CH:11][C:12]([CH:14]=[O:15])=[CH:13][N:9]2[N:8]=[CH:7][N:6]=1.[CH3:16]O.[NH4+].[Cl-], predict the reaction product. The product is: [NH2:4][C:5]1[C:10]2=[CH:11][C:12]([CH:14]([OH:15])[CH3:16])=[CH:13][N:9]2[N:8]=[CH:7][N:6]=1.